This data is from Catalyst prediction with 721,799 reactions and 888 catalyst types from USPTO. The task is: Predict which catalyst facilitates the given reaction. Reactant: [Br:1][C:2]1[CH:7]=[CH:6][C:5]([O:8][CH3:9])=[CH:4][C:3]=1[OH:10].C([O-])([O-])=O.[K+].[K+].CN(C=O)C.Br[CH2:23][CH:24]([O:28][CH2:29][CH3:30])[O:25][CH2:26][CH3:27]. Product: [Br:1][C:2]1[CH:7]=[CH:6][C:5]([O:8][CH3:9])=[CH:4][C:3]=1[O:10][CH2:23][CH:24]([O:28][CH2:29][CH3:30])[O:25][CH2:26][CH3:27]. The catalyst class is: 425.